From a dataset of Reaction yield outcomes from USPTO patents with 853,638 reactions. Predict the reaction yield, written as a fraction of the theoretical maximum amount of product (1.0 means a 100% yield; for example, 0.34 means a 34% yield). (1) The reactants are [Cl:1][C:2]1[CH:3]=[C:4]([C:8]2[C:13]([O:14][CH3:15])=[CH:12][CH:11]=[C:10]([CH2:16][C:17]3[CH:18]=[C:19]([NH2:23])[CH:20]=[CH:21][CH:22]=3)[CH:9]=2)[CH:5]=[CH:6][CH:7]=1.N1C=CC=CC=1.[CH3:30][S:31](Cl)(=[O:33])=[O:32]. The catalyst is O. The product is [Cl:1][C:2]1[CH:3]=[C:4]([C:8]2[C:13]([O:14][CH3:15])=[CH:12][CH:11]=[C:10]([CH2:16][C:17]3[CH:18]=[C:19]([NH:23][S:31]([CH3:30])(=[O:33])=[O:32])[CH:20]=[CH:21][CH:22]=3)[CH:9]=2)[CH:5]=[CH:6][CH:7]=1. The yield is 0.550. (2) The reactants are [F:1][C:2]1[CH:7]=[C:6]([F:8])[C:5]([F:9])=[CH:4][C:3]=1[S:10]([OH:12])=[O:11].IC.[CH2:15](N(C(C)C)C(C)C)C. The catalyst is CN(C=O)C. The product is [F:9][C:5]1[CH:4]=[C:3]([S:10]([CH3:15])(=[O:12])=[O:11])[C:2]([F:1])=[CH:7][C:6]=1[F:8]. The yield is 0.708.